Dataset: Reaction yield outcomes from USPTO patents with 853,638 reactions. Task: Predict the reaction yield, written as a fraction of the theoretical maximum amount of product (1.0 means a 100% yield; for example, 0.34 means a 34% yield). The reactants are [C:1]([O:5][C:6]([C@@H:8]1[C@H:12]2[CH2:13][CH2:14][CH2:15][C@H:11]2[CH2:10][NH:9]1)=[O:7])([CH3:4])([CH3:3])[CH3:2].[C:16]([OH:21])(=[O:20])[C:17]([OH:19])=[O:18].C([O-])(=O)C([O-])=O. The catalyst is C(OC(C)(C)C)(=O)C.CC(O)C. The product is [C:16]([OH:21])(=[O:20])[C:17]([OH:19])=[O:18].[C:1]([O:5][C:6]([C@@H:8]1[C@H:12]2[CH2:13][CH2:14][CH2:15][C@H:11]2[CH2:10][NH:9]1)=[O:7])([CH3:4])([CH3:2])[CH3:3]. The yield is 0.640.